This data is from In vitro SARS-CoV-2 activity screen of 1,480 approved drugs from Prestwick library. The task is: Binary Classification. Given a drug SMILES string, predict its activity (active/inactive) in a high-throughput screening assay against a specified biological target. (1) The compound is COc1cc(C(=O)N2CCOCC2)cc(OC)c1OC. The result is 0 (inactive). (2) The molecule is Nc1nc(F)nc2c1ncn2[C@@H]1O[C@H](CO)[C@@H](O)[C@@H]1O. The result is 0 (inactive). (3) The compound is O=C(O)c1cc(=O)c2ccccc2o1. The result is 0 (inactive). (4) The compound is CNCc1cc(-c2ccccc2F)n(S(=O)(=O)c2cccnc2)c1. The result is 1 (active). (5) The compound is CCn1cc(C(=O)O)c(=O)c2cc(F)c(N3CCNCC3)nc21. The result is 1 (active). (6) The drug is CN(CCOc1ccc(CC2SC(=O)NC2=O)cc1)c1ccccn1.Cl. The result is 0 (inactive). (7) The drug is CC1(C)OC(=O)NC1=O. The result is 0 (inactive). (8) The molecule is CC1(C)C(C=C(Cl)Cl)C1C(=O)OC(C#N)c1cccc(Oc2ccccc2)c1. The result is 0 (inactive).